Predict the reaction yield, written as a fraction of the theoretical maximum amount of product (1.0 means a 100% yield; for example, 0.34 means a 34% yield). From a dataset of Reaction yield outcomes from USPTO patents with 853,638 reactions. (1) The reactants are [Cl:1][C:2]1[CH:20]=[CH:19][CH:18]=[CH:17][C:3]=1[C:4]([C:6](=[CH:9]NC1C=CC=CC=1)[C:7]#[N:8])=[O:5].FC(F)(F)C(O)=O.[CH:28]1([NH:31][C:32](=[O:42])[C:33]2[CH:38]=[CH:37][C:36]([CH3:39])=[C:35]([NH:40][NH2:41])[CH:34]=2)[CH2:30][CH2:29]1.C(N(CC)CC)C. The catalyst is C(O)C. The product is [NH2:8][C:7]1[N:40]([C:35]2[CH:34]=[C:33]([CH:38]=[CH:37][C:36]=2[CH3:39])[C:32]([NH:31][CH:28]2[CH2:30][CH2:29]2)=[O:42])[N:41]=[CH:9][C:6]=1[C:4](=[O:5])[C:3]1[CH:17]=[CH:18][CH:19]=[CH:20][C:2]=1[Cl:1]. The yield is 0.390. (2) The reactants are Br[CH2:2][C:3]([CH3:31])([CH3:30])[CH2:4][NH:5][C:6]([C:8]1[CH:9]=[N:10][N:11]2[CH:16]=[CH:15][C:14]([N:17]3[CH2:21][CH2:20][CH2:19][C@@H:18]3[C:22]3[C:23]([OH:29])=[N:24][CH:25]=[C:26]([F:28])[CH:27]=3)=[N:13][C:12]=12)=[O:7].CC([O-])(C)C.[K+]. The catalyst is C1COCC1. The product is [F:28][C:26]1[CH:27]=[C:22]2[C:23](=[O:29])[N:24]([CH:25]=1)[CH2:2][C:3]([CH3:31])([CH3:30])[CH2:4][NH:5][C:6](=[O:7])[C:8]1=[C:12]3[N:13]=[C:14]([CH:15]=[CH:16][N:11]3[N:10]=[CH:9]1)[N:17]1[C@@H:18]2[CH2:19][CH2:20][CH2:21]1. The yield is 0.600. (3) The reactants are [C:1]([C:5]1[CH:10]=[CH:9][C:8]([NH2:11])=[CH:7][CH:6]=1)([CH3:4])([CH3:3])[CH3:2].[N+:12]([O-])([O-:14])=[O:13].[K+].C([O-])(O)=O.[Na+]. The catalyst is OS(O)(=O)=O. The product is [C:1]([C:5]1[CH:6]=[CH:7][C:8]([NH2:11])=[CH:9][C:10]=1[N+:12]([O-:14])=[O:13])([CH3:4])([CH3:2])[CH3:3]. The yield is 0.770. (4) The reactants are [CH3:1][O:2][C:3]1[CH:13]=[CH:12][CH:11]=[C:5]2[C:6]([O:8][C:9](=O)[C:4]=12)=[O:7].C([NH2:16])=O. The catalyst is O. The product is [CH3:1][O:2][C:3]1[CH:13]=[CH:12][CH:11]=[C:5]2[C:6]([NH:16][C:9](=[O:8])[C:4]=12)=[O:7]. The yield is 0.370.